From a dataset of Forward reaction prediction with 1.9M reactions from USPTO patents (1976-2016). Predict the product of the given reaction. (1) Given the reactants [Cl:1][C:2]1[CH:7]=[C:6]([OH:8])[CH:5]=[CH:4][C:3]=1[CH:9]([CH3:25])[C:10]([C:16]1[CH:17]=[C:18]([CH3:24])[C:19](=[O:23])[N:20]([CH3:22])[CH:21]=1)([OH:15])[C:11]([F:14])([F:13])[F:12].[F:26][C:27]1[CH:28]=[C:29](B(O)O)[CH:30]=[CH:31][C:32]=1[C:33]([O:35][CH3:36])=[O:34], predict the reaction product. The product is: [CH3:36][O:35][C:33](=[O:34])[C:32]1[CH:31]=[CH:30][C:29]([O:8][C:6]2[CH:5]=[CH:4][C:3]([CH:9]([CH3:25])[C:10]([C:16]3[CH:17]=[C:18]([CH3:24])[C:19](=[O:23])[N:20]([CH3:22])[CH:21]=3)([OH:15])[C:11]([F:13])([F:14])[F:12])=[C:2]([Cl:1])[CH:7]=2)=[CH:28][C:27]=1[F:26]. (2) Given the reactants [F:1][C:2]1([F:55])[C:6]2[N:7]([CH2:14][C:15]([NH:17][C@H:18]([C:28]3[C:33]([C:34]4[CH:35]=[C:36]5[C:40](=[CH:41][CH:42]=4)[CH2:39][NH:38][C:37]5=[O:43])=[CH:32][CH:31]=[C:30]([C:44]#[C:45][C:46]4[CH:47]=[N:48][C:49]([O:52]C)=[CH:50][CH:51]=4)[N:29]=3)[CH2:19][C:20]3[CH:25]=[C:24]([F:26])[CH:23]=[C:22]([F:27])[CH:21]=3)=[O:16])[N:8]=[C:9]([C:10]([F:13])([F:12])[F:11])[C:5]=2[C@H:4]2[CH2:54][C@@H:3]12.C(O)C.Cl, predict the reaction product. The product is: [F:55][C:2]1([F:1])[C:6]2[N:7]([CH2:14][C:15]([NH:17][C@H:18]([C:28]3[C:33]([C:34]4[CH:35]=[C:36]5[C:40](=[CH:41][CH:42]=4)[CH2:39][NH:38][C:37]5=[O:43])=[CH:32][CH:31]=[C:30]([C:44]#[C:45][C:46]4[CH:51]=[CH:50][C:49](=[O:52])[NH:48][CH:47]=4)[N:29]=3)[CH2:19][C:20]3[CH:21]=[C:22]([F:27])[CH:23]=[C:24]([F:26])[CH:25]=3)=[O:16])[N:8]=[C:9]([C:10]([F:11])([F:13])[F:12])[C:5]=2[C@H:4]2[CH2:54][C@@H:3]12. (3) Given the reactants Cl.[N:2]1([CH2:7][C:8]([OH:10])=O)[CH:6]=[N:5][CH:4]=[N:3]1.[F:11][C:12]1[CH:40]=[C:39]([F:41])[CH:38]=[CH:37][C:13]=1[CH2:14][C@H:15]1[CH2:19][NH:18][C@H:17]([C:20]([NH:22][C:23]2[CH:28]=[CH:27][C:26]([O:29][C:30]3[CH:35]=[CH:34][C:33]([F:36])=[CH:32][CH:31]=3)=[CH:25][CH:24]=2)=[O:21])[CH2:16]1, predict the reaction product. The product is: [N:2]1([CH2:7][C:8]([N:18]2[CH2:19][C@H:15]([CH2:14][C:13]3[CH:37]=[CH:38][C:39]([F:41])=[CH:40][C:12]=3[F:11])[CH2:16][C@H:17]2[C:20]([NH:22][C:23]2[CH:28]=[CH:27][C:26]([O:29][C:30]3[CH:31]=[CH:32][C:33]([F:36])=[CH:34][CH:35]=3)=[CH:25][CH:24]=2)=[O:21])=[O:10])[CH:6]=[N:5][CH:4]=[N:3]1. (4) Given the reactants [CH3:1][C@@H:2]1[C@H:6]([C:7]2[CH:12]=[CH:11][CH:10]=[CH:9][CH:8]=2)[O:5][C:4](=[O:13])[NH:3]1.[Li]CCCC.[C:19](Cl)(=[O:25])[CH2:20][CH2:21][CH2:22][CH2:23][CH3:24], predict the reaction product. The product is: [C:19]([N:3]1[C@H:2]([CH3:1])[C@H:6]([C:7]2[CH:12]=[CH:11][CH:10]=[CH:9][CH:8]=2)[O:5][C:4]1=[O:13])(=[O:25])[CH2:20][CH2:21][CH2:22][CH2:23][CH3:24]. (5) Given the reactants [C:1]1([S:11]([C:14]2[C:22]3[C:17](=[CH:18][CH:19]=[C:20]([O:23][CH2:24][CH2:25][CH2:26]OS(C4C=CC(C)=CC=4)(=O)=O)[CH:21]=3)[NH:16][N:15]=2)(=[O:13])=[O:12])[C:10]2C(=CC=[CH:8][CH:9]=2)C=[CH:3][CH:2]=1.[CH2:38]([NH:40][CH2:41][CH3:42])[CH3:39].[CH2:43]1[CH2:47]O[CH2:45][CH2:44]1, predict the reaction product. The product is: [CH2:38]([N:40]([CH2:41][CH3:42])[CH2:26][CH2:25][CH2:24][O:23][C:20]1[CH:21]=[C:22]2[C:17](=[CH:18][CH:19]=1)[NH:16][N:15]=[C:14]2[S:11]([C:1]1[C:10]2[C:9](=[CH:47][CH:43]=[CH:44][CH:45]=2)[CH:8]=[CH:3][CH:2]=1)(=[O:13])=[O:12])[CH3:39]. (6) Given the reactants [N:1]1([CH:10]([C:15]2[CH:20]=[CH:19][CH:18]=[CH:17][CH:16]=2)[CH:11]([OH:14])[CH2:12][OH:13])[C:9]2[C:4](=[CH:5][CH:6]=[CH:7][CH:8]=2)[CH:3]=[CH:2]1.[C:21]1([CH3:31])[CH:26]=[CH:25][C:24]([S:27](Cl)(=[O:29])=[O:28])=[CH:23][CH:22]=1, predict the reaction product. The product is: [OH:14][CH:11]([CH:10]([N:1]1[C:9]2[C:4](=[CH:5][CH:6]=[CH:7][CH:8]=2)[CH:3]=[CH:2]1)[C:15]1[CH:20]=[CH:19][CH:18]=[CH:17][CH:16]=1)[CH2:12][O:13][S:27]([C:24]1[CH:25]=[CH:26][C:21]([CH3:31])=[CH:22][CH:23]=1)(=[O:29])=[O:28]. (7) Given the reactants [O:1]1[CH2:6][CH:5]=[C:4]([C:7]2[CH:20]=[C:19]([F:21])[C:18]3[O:17][C:16]4[C:11](=[CH:12][C:13]([OH:22])=[CH:14][CH:15]=4)[C@:10]4([N:27]=[C:26]([NH:28][C:29](=[O:35])[O:30][C:31]([CH3:34])([CH3:33])[CH3:32])[CH2:25][O:24][CH2:23]4)[C:9]=3[CH:8]=2)[CH2:3][CH2:2]1.[F:36][C:37]([F:56])([F:55])[S:38](N(C1C=CC=CC=1)[S:38]([C:37]([F:56])([F:55])[F:36])(=[O:40])=[O:39])(=[O:40])=[O:39], predict the reaction product. The product is: [F:36][C:37]([F:56])([F:55])[S:38]([O:22][C:13]1[CH:12]=[C:11]2[C:16]([O:17][C:18]3[C:19]([F:21])=[CH:20][C:7]([C:4]4[CH2:3][CH2:2][O:1][CH2:6][CH:5]=4)=[CH:8][C:9]=3[C@:10]32[N:27]=[C:26]([NH:28][C:29]([O:30][C:31]([CH3:32])([CH3:34])[CH3:33])=[O:35])[CH2:25][O:24][CH2:23]3)=[CH:15][CH:14]=1)(=[O:40])=[O:39].